Dataset: Forward reaction prediction with 1.9M reactions from USPTO patents (1976-2016). Task: Predict the product of the given reaction. (1) Given the reactants [CH2:1]([CH:8]1[C:16]2[C:11](=[CH:12][CH:13]=[C:14]([O:17][CH2:18][CH2:19][NH:20][S:21]([C:24]3[N:25]([CH3:29])[CH:26]=[CH:27][N:28]=3)(=[O:23])=[O:22])[CH:15]=2)[CH2:10][CH:9]1[NH:30]C(=O)OCC)[C:2]1[CH:7]=[CH:6][CH:5]=[CH:4][CH:3]=1.[OH-].[K+].C(O)C.[ClH:41].C(OCC)C, predict the reaction product. The product is: [ClH:41].[NH2:30][CH:9]1[CH:8]([CH2:1][C:2]2[CH:3]=[CH:4][CH:5]=[CH:6][CH:7]=2)[C:16]2[C:11](=[CH:12][CH:13]=[C:14]([O:17][CH2:18][CH2:19][NH:20][S:21]([C:24]3[N:25]([CH3:29])[CH:26]=[CH:27][N:28]=3)(=[O:23])=[O:22])[CH:15]=2)[CH2:10]1. (2) Given the reactants F[P-](F)(F)(F)(F)F.C(OC([N:15]1[CH2:18][CH:17]([C:19]([NH:21][CH2:22][CH2:23][N+:24]23[CH2:31][CH2:30][CH:27]([CH2:28][CH2:29]2)[C@@H:26]([O:32][C:33](=[O:48])[C:34]([OH:47])([C:41]2[CH:46]=[CH:45][CH:44]=[CH:43][CH:42]=2)[C:35]2[CH:40]=[CH:39][CH:38]=[CH:37][CH:36]=2)[CH2:25]3)=[O:20])[CH2:16]1)=O)(C)(C)C.[C:49]([OH:55])([C:51]([F:54])([F:53])[F:52])=[O:50].C(Cl)Cl, predict the reaction product. The product is: [F:52][C:51]([F:54])([F:53])[C:49]([OH:55])=[O:50].[F:52][C:51]([F:54])([F:53])[C:49]([O-:55])=[O:50].[NH:15]1[CH2:18][CH:17]([C:19]([NH:21][CH2:22][CH2:23][N+:24]23[CH2:31][CH2:30][CH:27]([CH2:28][CH2:29]2)[C@@H:26]([O:32][C:33](=[O:48])[C:34]([OH:47])([C:41]2[CH:42]=[CH:43][CH:44]=[CH:45][CH:46]=2)[C:35]2[CH:36]=[CH:37][CH:38]=[CH:39][CH:40]=2)[CH2:25]3)=[O:20])[CH2:16]1.